Task: Predict which catalyst facilitates the given reaction.. Dataset: Catalyst prediction with 721,799 reactions and 888 catalyst types from USPTO (1) Reactant: [C:1]1([CH2:7][C:8]2[CH:18]=[CH:17][CH:16]=[CH:15][C:9]=2[C:10](OCC)=[O:11])[CH:6]=[CH:5][CH:4]=[CH:3][CH:2]=1.[H-].[H-].[H-].[H-].[Li+].[Al+3].S(=O)(=O)(O)O. Product: [C:1]1([CH2:7][C:8]2[CH:18]=[CH:17][CH:16]=[CH:15][C:9]=2[CH2:10][OH:11])[CH:2]=[CH:3][CH:4]=[CH:5][CH:6]=1. The catalyst class is: 28. (2) Reactant: [F:1][C:2]1[CH:7]=[CH:6][C:5]([N:8]2[C:16]3[C:11](=[CH:12][C:13]([O:17][CH2:18][CH2:19][CH2:20][CH2:21][NH:22][CH3:23])=[CH:14][CH:15]=3)[CH:10]=[CH:9]2)=[CH:4][CH:3]=1.Cl[CH2:25][CH2:26][N:27]=[C:28]=[O:29].CCN(CC)CC.Cl. Product: [O:29]1[CH2:25][CH2:26][N:27]=[C:28]1[N:22]([CH2:21][CH2:20][CH2:19][CH2:18][O:17][C:13]1[CH:12]=[C:11]2[C:16](=[CH:15][CH:14]=1)[N:8]([C:5]1[CH:4]=[CH:3][C:2]([F:1])=[CH:7][CH:6]=1)[CH:9]=[CH:10]2)[CH3:23]. The catalyst class is: 1. (3) Reactant: [NH2:1][C:2]1[S:6][C:5]([C:7]([O:9][CH3:10])=[O:8])=[C:4]([O:11][CH2:12][C:13]2[CH:18]=[CH:17][CH:16]=[CH:15][CH:14]=2)[CH:3]=1.I[C:20]1[CH:25]=[CH:24][C:23]([C:26]2[CH:27]=[N:28][N:29]([CH3:31])[CH:30]=2)=[CH:22][C:21]=1[N+:32]([O-:34])=[O:33].C(=O)([O-])[O-].[Cs+].[Cs+].CC1(C)C2C(=C(P(C3C=CC=CC=3)C3C=CC=CC=3)C=CC=2)OC2C(P(C3C=CC=CC=3)C3C=CC=CC=3)=CC=CC1=2. Product: [CH3:31][N:29]1[CH:30]=[C:26]([C:23]2[CH:24]=[CH:25][C:20]([NH:1][C:2]3[S:6][C:5]([C:7]([O:9][CH3:10])=[O:8])=[C:4]([O:11][CH2:12][C:13]4[CH:18]=[CH:17][CH:16]=[CH:15][CH:14]=4)[CH:3]=3)=[C:21]([N+:32]([O-:34])=[O:33])[CH:22]=2)[CH:27]=[N:28]1. The catalyst class is: 11. (4) Reactant: CN(C[N:5]1[C:9]2=[N:10][C:11]([N:14]3[CH2:19][CH2:18][CH:17]([N:20]([CH3:22])[CH3:21])[CH2:16][CH2:15]3)=[CH:12][CH:13]=[C:8]2[N:7]=[CH:6]1)C.C(NC(C)C)(C)C.[Li].C[O:32][C:33](=O)[C:34]1[CH:39]=[CH:38][C:37]([C:40]#[N:41])=[C:36]([C:42]2[C:46]([CH3:47])=[N:45][N:44]3[CH2:48][CH2:49][CH2:50][C:43]=23)[CH:35]=1.CCOC(C)=O. Product: [CH3:22][N:20]([CH3:21])[CH:17]1[CH2:16][CH2:15][N:14]([C:11]2[N:10]=[C:9]3[NH:5][C:6]([C:33]([C:34]4[CH:39]=[CH:38][C:37]([C:40]#[N:41])=[C:36]([C:42]5[C:46]([CH3:47])=[N:45][N:44]6[CH2:48][CH2:49][CH2:50][C:43]=56)[CH:35]=4)=[O:32])=[N:7][C:8]3=[CH:13][CH:12]=2)[CH2:19][CH2:18]1. The catalyst class is: 1.